Dataset: Forward reaction prediction with 1.9M reactions from USPTO patents (1976-2016). Task: Predict the product of the given reaction. Given the reactants C([BH3-])#N.[Na+].[NH2:5][C:6]1[CH:7]=[C:8]([CH:11]=[CH:12][C:13]=1[OH:14])[C:9]#[N:10].O=[C:16]1[CH2:21][CH2:20][N:19]([C:22]([O:24][C:25]([CH3:28])([CH3:27])[CH3:26])=[O:23])[CH2:18][CH2:17]1.C(O)(=O)C, predict the reaction product. The product is: [C:9]([C:8]1[CH:11]=[CH:12][C:13]([OH:14])=[C:6]([NH:5][CH:16]2[CH2:21][CH2:20][N:19]([C:22]([O:24][C:25]([CH3:28])([CH3:27])[CH3:26])=[O:23])[CH2:18][CH2:17]2)[CH:7]=1)#[N:10].